This data is from Forward reaction prediction with 1.9M reactions from USPTO patents (1976-2016). The task is: Predict the product of the given reaction. (1) Given the reactants [F:1][C:2]1[CH:7]=[CH:6][C:5]([N:8]2[C:16]3[C:11](=[CH:12][C:13]([O:17][C@@H:18]([C:22]4[CH:27]=[CH:26][CH:25]=[CH:24][CH:23]=4)[C@H:19]([NH2:21])[CH3:20])=[CH:14][CH:15]=3)[CH:10]=[N:9]2)=[CH:4][CH:3]=1.[CH3:28][O:29][CH2:30][C:31](Cl)=[O:32], predict the reaction product. The product is: [F:1][C:2]1[CH:3]=[CH:4][C:5]([N:8]2[C:16]3[C:11](=[CH:12][C:13]([O:17][C@H:18]([C:22]4[CH:23]=[CH:24][CH:25]=[CH:26][CH:27]=4)[C@@H:19]([NH:21][C:31](=[O:32])[CH2:30][O:29][CH3:28])[CH3:20])=[CH:14][CH:15]=3)[CH:10]=[N:9]2)=[CH:6][CH:7]=1. (2) Given the reactants [CH2:1]([O:3][C:4](=[O:7])[CH2:5][NH2:6])[CH3:2].[CH2:8]([O:12][C:13]1[CH:18]=[CH:17][C:16]([S:19](Cl)(=[O:21])=[O:20])=[CH:15][CH:14]=1)[C:9]#[C:10][CH3:11], predict the reaction product. The product is: [CH2:1]([O:3][C:4](=[O:7])[CH2:5][NH:6][S:19]([C:16]1[CH:15]=[CH:14][C:13]([O:12][CH2:8][C:9]#[C:10][CH3:11])=[CH:18][CH:17]=1)(=[O:21])=[O:20])[CH3:2]. (3) Given the reactants [CH3:1][C:2]1([CH3:21])[O:6][C@@H:5]2[CH:7]=[CH:8][C@@H:9]([N:10]3[C:18]4[C:17]([F:19])=[CH:16][N:15]=[C:14](F)[C:13]=4[N:12]=[CH:11]3)[C@@H:4]2[O:3]1.CC1(C)O[C@@H]2C=C[C@@H]([N:31]3C4C(F)=NC=C(F)C=4N=C3)[C@@H]2O1, predict the reaction product. The product is: [CH3:1][C:2]1([CH3:21])[O:6][C@@H:5]2[CH:7]=[CH:8][C@@H:9]([N:10]3[C:18]4[C:17]([F:19])=[CH:16][N:15]=[C:14]([NH2:31])[C:13]=4[N:12]=[CH:11]3)[C@@H:4]2[O:3]1. (4) Given the reactants [NH2:1][CH:2]1[CH2:11][C:10]2[N:9]=[CH:8][C:7]([N:12]3[C:17](=[O:18])[CH:16]=[N:15][C:14]4[N:19]=[CH:20][C:21]([O:23][CH3:24])=[CH:22][C:13]3=4)=[CH:6][C:5]=2[CH2:4][CH2:3]1.C(N(CC)CC)C.[N:32]1[C:37]2[O:38][CH2:39][CH2:40][O:41][C:36]=2[CH:35]=[C:34]([CH:42]=O)[N:33]=1.C(O[BH-](OC(=O)C)OC(=O)C)(=O)C.[Na+], predict the reaction product. The product is: [N:32]1[C:37]2[O:38][CH2:39][CH2:40][O:41][C:36]=2[CH:35]=[C:34]([CH2:42][NH:1][CH:2]2[CH2:11][C:10]3[N:9]=[CH:8][C:7]([N:12]4[C:17](=[O:18])[CH:16]=[N:15][C:14]5[N:19]=[CH:20][C:21]([O:23][CH3:24])=[CH:22][C:13]4=5)=[CH:6][C:5]=3[CH2:4][CH2:3]2)[N:33]=1. (5) Given the reactants [CH3:1][CH:2]([CH3:18])[CH:3]([PH:15](=[O:17])[OH:16])[NH:4][C:5](=[O:14])[CH2:6][CH2:7][C:8]1[CH:13]=[CH:12][CH:11]=[CH:10][CH:9]=1.C[Si](C)(C)N[Si](C)(C)C.[CH2:28]([O:35][C:36]([NH:38][CH2:39][CH2:40][CH2:41][CH2:42][C:43](=[CH2:49])[C:44]([O:46][CH2:47][CH3:48])=[O:45])=[O:37])[C:29]1[CH:34]=[CH:33][CH:32]=[CH:31][CH:30]=1, predict the reaction product. The product is: [CH2:28]([O:35][C:36]([NH:38][CH2:39][CH2:40][CH2:41][CH2:42][CH:43]([CH2:49][P:15]([CH:3]([NH:4][C:5](=[O:14])[CH2:6][CH2:7][C:8]1[CH:13]=[CH:12][CH:11]=[CH:10][CH:9]=1)[CH:2]([CH3:18])[CH3:1])([OH:16])=[O:17])[C:44]([O:46][CH2:47][CH3:48])=[O:45])=[O:37])[C:29]1[CH:30]=[CH:31][CH:32]=[CH:33][CH:34]=1. (6) Given the reactants [C:1]([CH2:3][C:4]([O:6][CH3:7])=[O:5])#[N:2].N12CCCN=C1CC[CH2:11][CH2:10][CH2:9]2.BrCCCBr, predict the reaction product. The product is: [CH3:7][O:6][C:4]([C:3]1([C:1]#[N:2])[CH2:11][CH2:10][CH2:9]1)=[O:5].